From a dataset of Reaction yield outcomes from USPTO patents with 853,638 reactions. Predict the reaction yield, written as a fraction of the theoretical maximum amount of product (1.0 means a 100% yield; for example, 0.34 means a 34% yield). (1) The reactants are [CH3:1][CH:2]([N:4]1[C:12]2[CH:11]=[C:10]([C:13]([F:16])([F:15])[F:14])[CH:9]=C(C#N)[C:7]=2[CH:6]=[CH:5]1)[CH3:3].[OH-:19].[Na+].[CH2:21]([OH:23])[CH3:22]. No catalyst specified. The product is [CH:2]([N:4]1[C:12]2[CH:11]=[C:10]([C:13]([F:16])([F:15])[F:14])[CH:9]=[C:22]([C:21]([OH:19])=[O:23])[C:7]=2[CH:6]=[CH:5]1)([CH3:3])[CH3:1]. The yield is 0.860. (2) The product is [C:1]([OH:8])(=[O:7])[CH2:2][CH2:3][C:4]([OH:6])=[O:5].[NH2:9][C:10]1[S:14][N:13]=[C:12]([S:15][CH2:16][C:17]2[C:27]3[CH2:26][CH2:25][NH:24][CH2:23][CH2:22][C:21]=3[CH:20]=[CH:19][C:18]=2[Cl:28])[N:11]=1. The catalyst is C(O)C.C(Cl)Cl.CO. The yield is 1.00. The reactants are [C:1]([OH:8])(=[O:7])[CH2:2][CH2:3][C:4]([OH:6])=[O:5].[NH2:9][C:10]1[S:14][N:13]=[C:12]([S:15][CH2:16][C:17]2[C:27]3[CH2:26][CH2:25][NH:24][CH2:23][CH2:22][C:21]=3[CH:20]=[CH:19][C:18]=2[Cl:28])[N:11]=1. (3) The reactants are [OH:1][CH2:2][C:3]1[N:4]([S:8]([N:11]([CH3:13])[CH3:12])(=[O:10])=[O:9])[CH:5]=[CH:6][N:7]=1.[H-].[Na+].[CH3:16]I.[NH4+].[Cl-]. The catalyst is C1COCC1. The product is [CH3:16][O:1][CH2:2][C:3]1[N:4]([S:8]([N:11]([CH3:13])[CH3:12])(=[O:9])=[O:10])[CH:5]=[CH:6][N:7]=1. The yield is 0.870.